Predict the reactants needed to synthesize the given product. From a dataset of Full USPTO retrosynthesis dataset with 1.9M reactions from patents (1976-2016). (1) Given the product [NH2:11][C:12]1[CH:17]=[CH:16][C:15]([C@H:18]2[CH2:19][CH2:20][C@H:21]([CH:24]([CH3:30])[C:25]([O:27][CH2:28][CH3:29])=[O:26])[CH2:22][CH2:23]2)=[CH:14][C:13]=1[Cl:31], predict the reactants needed to synthesize it. The reactants are: C(OC([NH:11][C:12]1[CH:17]=[CH:16][C:15]([CH:18]2[CH2:23][CH2:22][C:21](=[C:24]([CH3:30])[C:25]([O:27][CH2:28][CH3:29])=[O:26])[CH2:20][CH2:19]2)=[CH:14][C:13]=1[Cl:31])=O)C1C=CC=CC=1. (2) Given the product [F:37][C:36]([F:39])([F:38])[C:34]1[CH:33]=[C:5]([CH:4]=[C:3]([C:2]([F:41])([F:40])[F:1])[CH:35]=1)[CH2:6][N:7]([CH2:14][C:15]1[C:16]([N:24]([CH2:27][CH:28]2[CH2:32][CH2:31][CH2:30][CH2:29]2)[CH2:25][CH3:26])=[N:17][CH:18]=[C:19]([CH:23]=1)[C:20]([NH:48][CH3:46])=[O:22])[C:8]1[N:9]=[N:10][N:11]([CH3:13])[N:12]=1, predict the reactants needed to synthesize it. The reactants are: [F:1][C:2]([F:41])([F:40])[C:3]1[CH:4]=[C:5]([CH:33]=[C:34]([C:36]([F:39])([F:38])[F:37])[CH:35]=1)[CH2:6][N:7]([CH2:14][C:15]1[C:16]([N:24]([CH2:27][CH:28]2[CH2:32][CH2:31][CH2:30][CH2:29]2)[CH2:25][CH3:26])=[N:17][CH:18]=[C:19]([CH:23]=1)[C:20]([OH:22])=O)[C:8]1[N:9]=[N:10][N:11]([CH3:13])[N:12]=1.Cl.CN.Cl.[CH2:46]([N:48]=C=NCCCN(C)C)C.CCN(CC)CC.OC1C2N=NNC=2N=CC=1. (3) Given the product [Cl:1][C:2]1[CH:3]=[CH:4][C:5]2[N:11]3[CH:12]=[CH:13][CH:14]=[C:10]3[C@@H:9]([CH2:15][CH2:16][N:17]3[N:21]=[N:20][C:19]([C:22](=[N:28][O:29][CH3:30])[C:23]([OH:25])=[O:24])=[N:18]3)[O:8][C@H:7]([C:31]3[CH:36]=[CH:35][CH:34]=[C:33]([O:37][CH3:38])[C:32]=3[O:39][CH3:40])[C:6]=2[CH:41]=1, predict the reactants needed to synthesize it. The reactants are: [Cl:1][C:2]1[CH:3]=[CH:4][C:5]2[N:11]3[CH:12]=[CH:13][CH:14]=[C:10]3[C@@H:9]([CH2:15][CH2:16][N:17]3[N:21]=[N:20][C:19]([C:22](=[N:28][O:29][CH3:30])[C:23]([O:25]CC)=[O:24])=[N:18]3)[O:8][C@H:7]([C:31]3[CH:36]=[CH:35][CH:34]=[C:33]([O:37][CH3:38])[C:32]=3[O:39][CH3:40])[C:6]=2[CH:41]=1.C(=O)([O-])[O-].[K+].[K+]. (4) Given the product [Cl:1][C:2]1[CH:27]=[CH:26][C:5]([CH2:6][N:7]2[C:15]3[C:10](=[CH:11][C:12]([CH:16]=[C:17]4[S:21][C:20]([N:39]5[CH2:38][CH2:37][N:36]([CH2:35][C:34]([N:33]([CH3:43])[CH3:32])=[O:42])[CH2:41][CH2:40]5)=[N:19][C:18]4=[O:25])=[CH:13][CH:14]=3)[CH:9]=[N:8]2)=[C:4]([C:28]([F:31])([F:30])[F:29])[CH:3]=1, predict the reactants needed to synthesize it. The reactants are: [Cl:1][C:2]1[CH:27]=[CH:26][C:5]([CH2:6][N:7]2[C:15]3[C:10](=[CH:11][C:12]([CH:16]=[C:17]4[S:21][C:20](SCC)=[N:19][C:18]4=[O:25])=[CH:13][CH:14]=3)[CH:9]=[N:8]2)=[C:4]([C:28]([F:31])([F:30])[F:29])[CH:3]=1.[CH3:32][N:33]([CH3:43])[C:34](=[O:42])[CH2:35][N:36]1[CH2:41][CH2:40][NH:39][CH2:38][CH2:37]1. (5) Given the product [F:31][CH:13]([F:12])[N:14]1[C:22]2[C:17](=[N:18][CH:19]=[CH:20][CH:21]=2)[N:16]([C:23]2[CH:28]=[CH:27][C:26]([O:29][C:2]3[N:6]([CH3:7])[C:5]4[CH:8]=[CH:9][CH:10]=[CH:11][C:4]=4[N:3]=3)=[CH:25][CH:24]=2)[C:15]1=[O:30], predict the reactants needed to synthesize it. The reactants are: Cl[C:2]1[N:6]([CH3:7])[C:5]2[CH:8]=[CH:9][CH:10]=[CH:11][C:4]=2[N:3]=1.[F:12][CH:13]([F:31])[N:14]1[C:22]2[C:17](=[N:18][CH:19]=[CH:20][CH:21]=2)[N:16]([C:23]2[CH:28]=[CH:27][C:26]([OH:29])=[CH:25][CH:24]=2)[C:15]1=[O:30].[H-].[Na+]. (6) Given the product [NH2:19][C:13]1[N:12]=[C:11]([NH2:20])[C:10]2[C:15](=[CH:16][CH:17]=[CH:18][C:9]=2[O:8][CH2:7][CH:4]2[CH2:5][CH2:6][N:1]([C:24]([C:23]3[CH:27]=[CH:28][CH:29]=[C:30]([F:31])[C:22]=3[F:21])=[O:25])[CH2:2][CH2:3]2)[N:14]=1, predict the reactants needed to synthesize it. The reactants are: [NH:1]1[CH2:6][CH2:5][CH:4]([CH2:7][O:8][C:9]2[CH:18]=[CH:17][CH:16]=[C:15]3[C:10]=2[C:11]([NH2:20])=[N:12][C:13]([NH2:19])=[N:14]3)[CH2:3][CH2:2]1.[F:21][C:22]1[C:30]([F:31])=[CH:29][CH:28]=[CH:27][C:23]=1[C:24](Cl)=[O:25].